This data is from Full USPTO retrosynthesis dataset with 1.9M reactions from patents (1976-2016). The task is: Predict the reactants needed to synthesize the given product. (1) Given the product [C:38]([C:37]1([NH:36][C:23]([C:20]2[S:19][C:18]([NH:17][C@H:15]3[CH2:16][C@H:13]([N:6]4[C:7]5=[N:8][CH:9]=[CH:10][N:11]=[C:12]5[N:4]([CH:1]5[CH2:2][CH2:3]5)[C:5]4=[O:26])[CH2:14]3)=[N:22][CH:21]=2)=[O:24])[CH2:41][CH2:42]1)#[N:34], predict the reactants needed to synthesize it. The reactants are: [CH:1]1([N:4]2[C:12]3[C:7](=[N:8][CH:9]=[CH:10][N:11]=3)[N:6]([C@H:13]3[CH2:16][C@H:15]([NH:17][C:18]4[S:19][C:20]([C:23](O)=[O:24])=[CH:21][N:22]=4)[CH2:14]3)[C:5]2=[O:26])[CH2:3][CH2:2]1.F[P-](F)(F)(F)(F)F.[N:34]1(O[P+](N2CCCC2)(N2CCCC2)N2CCCC2)[C:38]2C=C[CH:41]=[CH:42][C:37]=2[N:36]=N1.C(N(C(C)C)CC)(C)C.Cl.NC1(C#N)CC1. (2) Given the product [Cl:1][C:2]1[N:3]=[CH:4][C:5]([NH:22][CH2:21][C:18]2[CH:19]=[CH:20][C:15]([O:14][CH3:13])=[CH:16][CH:17]=2)=[CH:6][C:7]=1[C:8]([F:11])([F:10])[F:9], predict the reactants needed to synthesize it. The reactants are: [Cl:1][C:2]1[C:7]([C:8]([F:11])([F:10])[F:9])=[CH:6][C:5](I)=[CH:4][N:3]=1.[CH3:13][O:14][C:15]1[CH:20]=[CH:19][C:18]([CH2:21][NH2:22])=[CH:17][CH:16]=1.CC([O-])(C)C.[Na+]. (3) Given the product [Br:1][C:2]1[CH:3]=[C:4]2[C:8](=[CH:9][CH:10]=1)[N:7]([CH2:19][C:16]1[CH:17]=[CH:18][C:13]([Cl:12])=[CH:14][CH:15]=1)[C:6]([CH3:11])=[CH:5]2, predict the reactants needed to synthesize it. The reactants are: [Br:1][C:2]1[CH:3]=[C:4]2[C:8](=[CH:9][CH:10]=1)[NH:7][C:6]([CH3:11])=[CH:5]2.[Cl:12][C:13]1[CH:18]=[CH:17][C:16]([CH2:19]Cl)=[CH:15][CH:14]=1.C(=O)([O-])[O-].[K+].[K+]. (4) Given the product [CH2:1]([N:8]1[CH2:9][CH2:10][C:11]([C:14]2[CH:15]=[CH:16][N:17]=[CH:18][CH:19]=2)([N:20]([CH3:25])[CH3:21])[CH2:12][CH2:13]1)[C:2]1[CH:3]=[CH:4][CH:5]=[CH:6][CH:7]=1, predict the reactants needed to synthesize it. The reactants are: [CH2:1]([N:8]1[CH2:13][CH2:12][C:11]([N:20]([CH3:25])[C:21](=O)OC)([C:14]2[CH:19]=[CH:18][N:17]=[CH:16][CH:15]=2)[CH2:10][CH2:9]1)[C:2]1[CH:7]=[CH:6][CH:5]=[CH:4][CH:3]=1.[H-].[Al+3].[Li+].[H-].[H-].[H-].S([O-])([O-])(=O)=O.[Na+].[Na+]. (5) The reactants are: CO[C:3]([C:5]1[CH:6]=[C:7]2[C:11](=[CH:12][CH:13]=1)[NH:10][N:9]=[CH:8]2)=[O:4].[CH3:14][S:15]([CH2:18][CH2:19][CH2:20]OS(C)(=O)=O)(=[O:17])=[O:16]. Given the product [CH3:14][S:15]([CH2:18][CH2:19][CH2:20][N:10]1[C:11]2[C:7](=[CH:6][C:5]([CH2:3][OH:4])=[CH:13][CH:12]=2)[CH:8]=[N:9]1)(=[O:17])=[O:16], predict the reactants needed to synthesize it. (6) Given the product [CH2:2]([S:43]([C:15]1[C:16]([C:21]([NH:23][C:24]2[CH:29]=[C:28]([C:30]([F:33])([F:32])[F:31])[CH:27]=[C:26]([C:34]([F:37])([F:35])[F:36])[CH:25]=2)=[O:22])=[N:17][CH:18]=[CH:19][CH:20]=1)(=[O:47])=[O:45])[CH3:3], predict the reactants needed to synthesize it. The reactants are: Cl[C:2]1C=CC=C(C(OO)=O)[CH:3]=1.C(S[C:15]1[C:16]([C:21]([NH:23][C:24]2[CH:29]=[C:28]([C:30]([F:33])([F:32])[F:31])[CH:27]=[C:26]([C:34]([F:37])([F:36])[F:35])[CH:25]=2)=[O:22])=[N:17][CH:18]=[CH:19][CH:20]=1)C.C(=O)(O)[O-].[Na+].[S:43]([O-:47])([O-])(=[O:45])=S.[Na+].[Na+]. (7) Given the product [CH:37]1([NH:40][C:20]([C:16]2[CH:15]=[C:14]([C:13]3[N:12]([CH2:23][C:24]4[C:32]5[C:27](=[CH:28][CH:29]=[C:30]([CH3:33])[CH:31]=5)[NH:26][CH:25]=4)[N:11]=[C:10]4[C:9]=3[C:8](=[O:34])[N:7]([CH3:35])[C:6](=[O:36])[N:5]4[CH2:1][CH:2]([CH3:4])[CH3:3])[N:18]([CH3:19])[CH:17]=2)=[O:21])[CH2:39][CH2:38]1, predict the reactants needed to synthesize it. The reactants are: [CH2:1]([N:5]1[C:10]2=[N:11][N:12]([CH2:23][C:24]3[C:32]4[C:27](=[CH:28][CH:29]=[C:30]([CH3:33])[CH:31]=4)[NH:26][CH:25]=3)[C:13]([C:14]3[N:18]([CH3:19])[CH:17]=[C:16]([C:20](O)=[O:21])[CH:15]=3)=[C:9]2[C:8](=[O:34])[N:7]([CH3:35])[C:6]1=[O:36])[CH:2]([CH3:4])[CH3:3].[CH:37]1([NH2:40])[CH2:39][CH2:38]1.C(P(=O)(OCC)OCC)#N. (8) Given the product [CH2:1]([N:3]1[C:7]([C:8]([O:10][CH2:16][CH3:17])=[O:9])=[CH:6][CH:5]=[N:4]1)[CH3:2], predict the reactants needed to synthesize it. The reactants are: [CH2:1]([N:3]1[C:7]([C:8]([OH:10])=[O:9])=[CH:6][CH:5]=[N:4]1)[CH3:2].S(=O)(=O)(O)O.[CH2:16](O)[CH3:17]. (9) Given the product [C:54]([O:53][C:50]1[CH:49]=[CH:48][C:47]([CH2:46][C@H:22]([NH:21][C:17](=[O:19])[CH2:16][O:15][NH:14][C:13]([NH:12][CH2:11][C:1]2[C:10]3[C:5](=[CH:6][CH:7]=[CH:8][CH:9]=3)[CH:4]=[CH:3][CH:2]=2)=[O:20])[C:23]([N:25]([C@@H:37]([CH3:45])[CH:38]([O:42][CH2:43][CH3:44])[O:39][CH2:40][CH3:41])[CH2:26][C:27]2[C:36]3[C:31](=[CH:32][CH:33]=[CH:34][CH:35]=3)[CH:30]=[CH:29][CH:28]=2)=[O:24])=[CH:52][CH:51]=1)([CH3:57])([CH3:55])[CH3:56], predict the reactants needed to synthesize it. The reactants are: [C:1]1([CH2:11][NH:12][C:13](=[O:20])[NH:14][O:15][CH2:16][C:17]([OH:19])=O)[C:10]2[C:5](=[CH:6][CH:7]=[CH:8][CH:9]=2)[CH:4]=[CH:3][CH:2]=1.[NH2:21][C@@H:22]([CH2:46][C:47]1[CH:52]=[CH:51][C:50]([O:53][C:54]([CH3:57])([CH3:56])[CH3:55])=[CH:49][CH:48]=1)[C:23]([N:25]([C@@H:37]([CH3:45])[CH:38]([O:42][CH2:43][CH3:44])[O:39][CH2:40][CH3:41])[CH2:26][C:27]1[C:36]2[C:31](=[CH:32][CH:33]=[CH:34][CH:35]=2)[CH:30]=[CH:29][CH:28]=1)=[O:24].